Task: Regression. Given two drug SMILES strings and cell line genomic features, predict the synergy score measuring deviation from expected non-interaction effect.. Dataset: NCI-60 drug combinations with 297,098 pairs across 59 cell lines (1) Drug 1: COC1=CC(=CC(=C1O)OC)C2C3C(COC3=O)C(C4=CC5=C(C=C24)OCO5)OC6C(C(C7C(O6)COC(O7)C8=CC=CS8)O)O. Drug 2: C(CCl)NC(=O)N(CCCl)N=O. Cell line: NCI-H522. Synergy scores: CSS=31.1, Synergy_ZIP=-1.75, Synergy_Bliss=2.33, Synergy_Loewe=-18.8, Synergy_HSA=2.71. (2) Drug 1: C1=CN(C(=O)N=C1N)C2C(C(C(O2)CO)O)O.Cl. Drug 2: CC1C(C(CC(O1)OC2CC(OC(C2O)C)OC3=CC4=CC5=C(C(=O)C(C(C5)C(C(=O)C(C(C)O)O)OC)OC6CC(C(C(O6)C)O)OC7CC(C(C(O7)C)O)OC8CC(C(C(O8)C)O)(C)O)C(=C4C(=C3C)O)O)O)O. Cell line: MALME-3M. Synergy scores: CSS=63.2, Synergy_ZIP=-8.15, Synergy_Bliss=-0.410, Synergy_Loewe=-2.76, Synergy_HSA=0.611. (3) Drug 1: CC1CCC2CC(C(=CC=CC=CC(CC(C(=O)C(C(C(=CC(C(=O)CC(OC(=O)C3CCCCN3C(=O)C(=O)C1(O2)O)C(C)CC4CCC(C(C4)OC)O)C)C)O)OC)C)C)C)OC. Drug 2: C1C(C(OC1N2C=NC3=C2NC=NCC3O)CO)O. Cell line: HCC-2998. Synergy scores: CSS=26.0, Synergy_ZIP=-0.300, Synergy_Bliss=4.24, Synergy_Loewe=1.09, Synergy_HSA=2.73.